Predict which catalyst facilitates the given reaction. From a dataset of Catalyst prediction with 721,799 reactions and 888 catalyst types from USPTO. (1) Reactant: [NH2:1][C:2]1[S:3][C:4]([Br:14])=[CH:5][C:6]=1[C:7]([O:9][C:10]([CH3:13])([CH3:12])[CH3:11])=[O:8].[N:15]([C:18]1[C:23]([CH3:24])=[CH:22][C:21]([CH3:25])=[CH:20][C:19]=1[CH3:26])=[C:16]=[O:17].C(N(CC)CC)C. Product: [Br:14][C:4]1[S:3][C:2]([NH:1][C:16]([NH:15][C:18]2[C:19]([CH3:26])=[CH:20][C:21]([CH3:25])=[CH:22][C:23]=2[CH3:24])=[O:17])=[C:6]([C:7]([O:9][C:10]([CH3:11])([CH3:13])[CH3:12])=[O:8])[CH:5]=1. The catalyst class is: 3. (2) Reactant: [N:1]1[C:10]2C(=[CH:6][CH:7]=[C:8]3[CH:14]=[CH:13][CH:12]=[CH:11][C:9]3=2)C=C[CH:2]=1.C[O:16]C1C=NC2C(C=1)=CC=C1C=CC=CC=21.[CH2:31]([Li])[CH2:32][CH2:33][CH3:34].CI.[NH4+].[Cl-]. Product: [CH3:2][N:1]1[C:10]2[C:34](=[CH:6][CH:7]=[C:8]3[CH:14]=[CH:13][CH:12]=[CH:11][C:9]3=2)[CH:33]=[CH:32][CH:31]1[OH:16]. The catalyst class is: 49. (3) Reactant: O.[NH2:2][NH2:3].[F:4][C:5]1[CH:28]=[CH:27][C:8]([O:9][C:10]2[C:18]3[N:17]=[C:16](S)[NH:15][C:14]=3[CH:13]=[C:12]([O:20][C:21]3[CH:22]=[N:23][CH:24]=[CH:25][CH:26]=3)[CH:11]=2)=[CH:7][CH:6]=1. Product: [F:4][C:5]1[CH:28]=[CH:27][C:8]([O:9][C:10]2[C:18]3[N:17]=[C:16]([NH:2][NH2:3])[NH:15][C:14]=3[CH:13]=[C:12]([O:20][C:21]3[CH:22]=[N:23][CH:24]=[CH:25][CH:26]=3)[CH:11]=2)=[CH:7][CH:6]=1. The catalyst class is: 13.